Dataset: Full USPTO retrosynthesis dataset with 1.9M reactions from patents (1976-2016). Task: Predict the reactants needed to synthesize the given product. (1) Given the product [CH3:5][C:6]1[S:10][C:9]([C:11]([CH:12]([CH2:20][C:21]([O:23][CH2:24][CH3:25])=[O:22])[C:13]([O:15][CH2:16][CH3:17])=[O:14])=[O:18])=[CH:8][CH:7]=1, predict the reactants needed to synthesize it. The reactants are: C([O-])C.[Na+].[CH3:5][C:6]1[S:10][C:9]([C:11](=[O:18])[CH2:12][C:13]([O:15][CH2:16][CH3:17])=[O:14])=[CH:8][CH:7]=1.Br[CH2:20][C:21]([O:23][CH2:24][CH3:25])=[O:22].O. (2) Given the product [CH3:1][O:2][C:3]1[CH:4]=[C:5]2[C:10](=[CH:11][C:12]=1[O:13][CH3:14])[N:9]=[CH:8][CH:7]=[C:6]2[O:15][C:16]1[CH:21]=[CH:20][C:19]([NH:22][C:33]([C:30]2[C:29](=[O:36])[N:28]([C:37]3[CH:42]=[CH:41][CH:40]=[CH:39][CH:38]=3)[N:27]([CH2:26][C@H:25]([OH:24])[CH3:43])[C:31]=2[CH3:32])=[O:34])=[CH:18][C:17]=1[F:23], predict the reactants needed to synthesize it. The reactants are: [CH3:1][O:2][C:3]1[CH:4]=[C:5]2[C:10](=[CH:11][C:12]=1[O:13][CH3:14])[N:9]=[CH:8][CH:7]=[C:6]2[O:15][C:16]1[CH:21]=[CH:20][C:19]([NH2:22])=[CH:18][C:17]=1[F:23].[OH:24][C@H:25]([CH3:43])[CH2:26][N:27]1[C:31]([CH3:32])=[C:30]([C:33](O)=[O:34])[C:29](=[O:36])[N:28]1[C:37]1[CH:42]=[CH:41][CH:40]=[CH:39][CH:38]=1.CN(C(ON1N=NC2C=CC=NC1=2)=[N+](C)C)C.F[P-](F)(F)(F)(F)F.